Task: Predict the reactants needed to synthesize the given product.. Dataset: Full USPTO retrosynthesis dataset with 1.9M reactions from patents (1976-2016) (1) Given the product [Cl:1][C:2]1[C:7]([C:8]([OH:23])=[O:9])=[CH:6][N:5]=[C:4]2[N:10]([CH2:13][O:14][CH2:15][CH2:16][Si:17]([CH3:20])([CH3:19])[CH3:18])[CH:11]=[CH:12][C:3]=12, predict the reactants needed to synthesize it. The reactants are: [Cl:1][C:2]1[C:7]([CH:8]=[O:9])=[CH:6][N:5]=[C:4]2[N:10]([CH2:13][O:14][CH2:15][CH2:16][Si:17]([CH3:20])([CH3:19])[CH3:18])[CH:11]=[CH:12][C:3]=12.S(=O)(=O)([OH:23])N.CC(=CC)C.Cl([O-])=O.[Na+].[OH-].[Na+]. (2) Given the product [C:1]([OH:5])(=[O:4])[CH:2]=[CH2:3].[NH2:18][C:19]([O:10][CH2:11][CH3:12])=[O:20], predict the reactants needed to synthesize it. The reactants are: [C:1]([O:5]CCO)(=[O:4])[CH:2]=[CH2:3].C[O:10][C:11]1C=CC(O)=C[CH:12]=1.[N-:18]=[C:19]=[O:20]. (3) Given the product [NH2:15][CH2:16][CH2:17][O:18][CH2:19][CH2:20][O:21][CH2:22][CH2:23][O:24][CH2:25][CH2:26][O:27][CH2:28][CH2:29][O:30][CH2:31][CH2:32][O:33][CH2:34][CH2:35][O:36][CH2:37][CH2:38][O:39][CH2:40][CH2:41][O:42][CH2:43][CH2:44][NH:45][C:46](=[O:57])[C:47]1[CH:52]=[CH:51][CH:50]=[C:49]([O:53][CH2:54][C:55]#[CH:56])[CH:48]=1, predict the reactants needed to synthesize it. The reactants are: FC(F)(F)C(O)=O.C(OC([NH:15][CH2:16][CH2:17][O:18][CH2:19][CH2:20][O:21][CH2:22][CH2:23][O:24][CH2:25][CH2:26][O:27][CH2:28][CH2:29][O:30][CH2:31][CH2:32][O:33][CH2:34][CH2:35][O:36][CH2:37][CH2:38][O:39][CH2:40][CH2:41][O:42][CH2:43][CH2:44][NH:45][C:46](=[O:57])[C:47]1[CH:52]=[CH:51][CH:50]=[C:49]([O:53][CH2:54][C:55]#[CH:56])[CH:48]=1)=O)(C)(C)C. (4) Given the product [C:26]([C:11]1[C:12]2[NH:13][C:14]3[C:19]([C:20]=2[C:8]([C:4]2[C:3]([CH3:29])=[C:2]([NH:1][CH2:40][C:34]4[CH:33]=[CH:32][C:31]([Cl:30])=[CH:39][C:35]=4[C:36]([OH:38])=[O:37])[CH:7]=[CH:6][CH:5]=2)=[CH:9][N:10]=1)=[CH:18][CH:17]=[C:16]([O:21][CH2:22][CH2:23][O:24][CH3:25])[CH:15]=3)(=[O:27])[NH2:28], predict the reactants needed to synthesize it. The reactants are: [NH2:1][C:2]1[C:3]([CH3:29])=[C:4]([C:8]2[C:20]3[C:19]4[C:14](=[CH:15][C:16]([O:21][CH2:22][CH2:23][O:24][CH3:25])=[CH:17][CH:18]=4)[NH:13][C:12]=3[C:11]([C:26]([NH2:28])=[O:27])=[N:10][CH:9]=2)[CH:5]=[CH:6][CH:7]=1.[Cl:30][C:31]1[CH:32]=[CH:33][C:34]([CH:40]=O)=[C:35]([CH:39]=1)[C:36]([OH:38])=[O:37].C(O[BH-](OC(=O)C)OC(=O)C)(=O)C.[Na+].C(O)(=O)C. (5) Given the product [Br:1][C:2]1[C:3]2[N:11]([CH2:12][CH3:13])[C:10]([C:14]3[C:15]([NH:19][C:20](=[O:21])[O:22][C:23]([CH3:26])([CH3:25])[CH3:24])=[N:16][O:17][N:18]=3)=[N:9][C:4]=2[C:5]([Cl:8])=[N:6][CH:7]=1, predict the reactants needed to synthesize it. The reactants are: [Br:1][C:2]1[C:3]2[N:11]([CH2:12][CH3:13])[C:10]([C:14]3[C:15]([NH2:19])=[N:16][O:17][N:18]=3)=[N:9][C:4]=2[C:5]([Cl:8])=[N:6][CH:7]=1.[C:20](O[C:20]([O:22][C:23]([CH3:26])([CH3:25])[CH3:24])=[O:21])([O:22][C:23]([CH3:26])([CH3:25])[CH3:24])=[O:21].